From a dataset of Catalyst prediction with 721,799 reactions and 888 catalyst types from USPTO. Predict which catalyst facilitates the given reaction. (1) Reactant: [NH2:1][C:2]1[CH:3]=[C:4](/[C:8](/[C:15]2[CH:20]=[CH:19][CH:18]=[CH:17][CH:16]=2)=[CH:9]\[C:10]([O:12]CC)=[O:11])[CH:5]=[CH:6][CH:7]=1.[CH3:21][O:22][C:23]1[CH:31]=[CH:30][C:26]([C:27](Cl)=[O:28])=[CH:25][CH:24]=1.Cl.C(OCC)(=O)C. Product: [CH3:21][O:22][C:23]1[CH:31]=[CH:30][C:26]([C:27]([NH:1][C:2]2[CH:3]=[C:4](/[C:8](/[C:15]3[CH:16]=[CH:17][CH:18]=[CH:19][CH:20]=3)=[CH:9]\[C:10]([OH:12])=[O:11])[CH:5]=[CH:6][CH:7]=2)=[O:28])=[CH:25][CH:24]=1. The catalyst class is: 17. (2) Reactant: [CH3:1][O:2][C:3](=[O:45])[CH2:4][C@@H:5]([C:9]1[CH:14]=[CH:13][C:12]([O:15][CH2:16][C:17]2[CH2:44][CH2:43][CH2:42][C@@:19]3([CH2:23][C@H:22]([O:24][Si](C(C)(C)C)(C4C=CC=CC=4)C4C=CC=CC=4)[CH2:21][CH2:20]3)[CH:18]=2)=[CH:11][CH:10]=1)[C:6]#[C:7][CH3:8].[F-].C([N+](CCCC)(CCCC)CCCC)CCC.O. Product: [CH3:1][O:2][C:3](=[O:45])[CH2:4][C@@H:5]([C:9]1[CH:14]=[CH:13][C:12]([O:15][CH2:16][C:17]2[CH2:44][CH2:43][CH2:42][C@@:19]3([CH2:23][C@H:22]([OH:24])[CH2:21][CH2:20]3)[CH:18]=2)=[CH:11][CH:10]=1)[C:6]#[C:7][CH3:8]. The catalyst class is: 7. (3) Reactant: [CH:1]1([N:4]([CH2:28][C:29]2[CH:34]=[C:33]([NH:35][CH2:36][CH2:37][O:38][CH3:39])[CH:32]=[C:31]([Cl:40])[C:30]=2[Cl:41])[C:5]([C@H:7]2[C@H:12]([C:13]3[CH:18]=[CH:17][N:16]([CH3:19])[C:15](=[O:20])[CH:14]=3)[CH2:11][CH2:10][N:9](C(OC(C)(C)C)=O)[CH2:8]2)=[O:6])[CH2:3][CH2:2]1.Cl. Product: [CH:1]1([N:4]([CH2:28][C:29]2[CH:34]=[C:33]([NH:35][CH2:36][CH2:37][O:38][CH3:39])[CH:32]=[C:31]([Cl:40])[C:30]=2[Cl:41])[C:5]([C@H:7]2[C@H:12]([C:13]3[CH:18]=[CH:17][N:16]([CH3:19])[C:15](=[O:20])[CH:14]=3)[CH2:11][CH2:10][NH:9][CH2:8]2)=[O:6])[CH2:3][CH2:2]1. The catalyst class is: 2.